From a dataset of Forward reaction prediction with 1.9M reactions from USPTO patents (1976-2016). Predict the product of the given reaction. Given the reactants [Cl:1][C:2]1[N:10]=[C:9]2[C:5]([N:6]=[C:7]([CH2:11][N:12]3[CH2:17][CH2:16][N:15]([S:18]([CH3:21])(=[O:20])=[O:19])[CH2:14][CH2:13]3)[NH:8]2)=[C:4]([N:22]2[CH2:27][CH2:26][O:25][CH2:24][CH2:23]2)[N:3]=1.Br[CH2:29][CH2:30][O:31][CH3:32], predict the reaction product. The product is: [Cl:1][C:2]1[N:10]=[C:9]2[C:5]([N:6]=[C:7]([CH2:11][N:12]3[CH2:13][CH2:14][N:15]([S:18]([CH3:21])(=[O:19])=[O:20])[CH2:16][CH2:17]3)[N:8]2[CH2:29][CH2:30][O:31][CH3:32])=[C:4]([N:22]2[CH2:23][CH2:24][O:25][CH2:26][CH2:27]2)[N:3]=1.